This data is from Catalyst prediction with 721,799 reactions and 888 catalyst types from USPTO. The task is: Predict which catalyst facilitates the given reaction. (1) Reactant: [CH3:1][C:2]1[CH:7]=[C:6]([C:8]2[CH:13]=[CH:12][C:11]([NH:14][C:15](=[O:27])[CH:16]([C:18]3[CH:23]=[CH:22][C:21]([N+:24]([O-])=O)=[CH:20][CH:19]=3)[CH3:17])=[CH:10][CH:9]=2)[CH:5]=[CH:4][N:3]=1.[H][H]. Product: [NH2:24][C:21]1[CH:20]=[CH:19][C:18]([CH:16]([CH3:17])[C:15]([NH:14][C:11]2[CH:12]=[CH:13][C:8]([C:6]3[CH:5]=[CH:4][N:3]=[C:2]([CH3:1])[CH:7]=3)=[CH:9][CH:10]=2)=[O:27])=[CH:23][CH:22]=1. The catalyst class is: 256. (2) Reactant: C([O:3][C:4]([C:6]1[N:7]([C:25]2[CH:30]=[CH:29][C:28]([O:31][CH:32]([CH3:34])[CH3:33])=[CH:27][CH:26]=2)[C:8]2[C:13]([CH:14]=1)=[CH:12][C:11]([C:15]1[CH:20]=[CH:19][C:18]([C:21]([CH3:24])([CH3:23])[CH3:22])=[CH:17][CH:16]=1)=[CH:10][CH:9]=2)=[O:5])C.[OH-].[Na+].O.Cl. Product: [C:21]([C:18]1[CH:19]=[CH:20][C:15]([C:11]2[CH:12]=[C:13]3[C:8](=[CH:9][CH:10]=2)[N:7]([C:25]2[CH:26]=[CH:27][C:28]([O:31][CH:32]([CH3:33])[CH3:34])=[CH:29][CH:30]=2)[C:6]([C:4]([OH:5])=[O:3])=[CH:14]3)=[CH:16][CH:17]=1)([CH3:22])([CH3:24])[CH3:23]. The catalyst class is: 12. (3) Reactant: C(OC([N:6]1[C:15]2[C:10](=[CH:11][C:12]([C:16]3[O:17][CH2:18][C:19]([CH3:22])([CH3:21])[N:20]=3)=[CH:13][CH:14]=2)[C:9]([CH2:23][C:24]2[CH:29]=[CH:28][C:27]([C:30]3[CH:35]=[CH:34][CH:33]=[CH:32][CH:31]=3)=[CH:26][CH:25]=2)=[CH:8][CH:7]1P(OC)(OC)=O)=O)C.[OH-].[Na+]. Product: [CH3:21][C:19]1([CH3:22])[CH2:18][O:17][C:16]([C:12]2[CH:11]=[C:10]3[C:15](=[CH:14][CH:13]=2)[N:6]=[CH:7][CH:8]=[C:9]3[CH2:23][C:24]2[CH:29]=[CH:28][C:27]([C:30]3[CH:35]=[CH:34][CH:33]=[CH:32][CH:31]=3)=[CH:26][CH:25]=2)=[N:20]1. The catalyst class is: 8. (4) Reactant: [NH2:1][C:2]1[CH:7]=[CH:6][C:5]([S:8][CH:9]2[CH2:13][CH2:12][O:11][C:10]2=[O:14])=[CH:4][CH:3]=1.C(N(CC)CC)C.[CH3:22][C:23]1[CH:31]=[CH:30][C:26]([C:27](Cl)=[O:28])=[CH:25][CH:24]=1. Product: [CH3:22][C:23]1[CH:31]=[CH:30][C:26]([C:27]([NH:1][C:2]2[CH:3]=[CH:4][C:5]([S:8][CH:9]3[CH2:13][CH2:12][O:11][C:10]3=[O:14])=[CH:6][CH:7]=2)=[O:28])=[CH:25][CH:24]=1. The catalyst class is: 4.